From a dataset of Forward reaction prediction with 1.9M reactions from USPTO patents (1976-2016). Predict the product of the given reaction. The product is: [F:1][C:2]([F:13])([C:15]1[CH:20]=[CH:19][C:18]([O:21][CH3:22])=[CH:17][CH:16]=1)[C:3]([C:5]1[CH:10]=[CH:9][CH:8]=[C:7]([O:11][CH3:12])[CH:6]=1)=[O:4]. Given the reactants [F:1][CH:2]([F:13])[C:3]([C:5]1[CH:10]=[CH:9][CH:8]=[C:7]([O:11][CH3:12])[CH:6]=1)=[O:4].Cl[C:15]1[CH:20]=[CH:19][C:18]([O:21][CH3:22])=[CH:17][CH:16]=1, predict the reaction product.